Dataset: Reaction yield outcomes from USPTO patents with 853,638 reactions. Task: Predict the reaction yield, written as a fraction of the theoretical maximum amount of product (1.0 means a 100% yield; for example, 0.34 means a 34% yield). (1) The product is [CH2:14]([O:13][C:12]1[C:11](=[O:21])[N:10]=[C:9]([CH2:22][C:23]2[CH:28]=[CH:27][C:26]([Cl:29])=[CH:25][C:24]=2[Br:30])[N:8]2[CH2:2][CH2:3][N:4]([CH:31]([CH3:32])[CH3:33])[C:5](=[O:6])[C:7]=12)[C:15]1[CH:16]=[CH:17][CH:18]=[CH:19][CH:20]=1. The catalyst is ClCCl.O. The reactants are O[CH2:2][CH2:3][N:4]([CH:31]([CH3:33])[CH3:32])[C:5]([C:7]1[C:12]([O:13][CH2:14][C:15]2[CH:20]=[CH:19][CH:18]=[CH:17][CH:16]=2)=[C:11]([OH:21])[N:10]=[C:9]([CH2:22][C:23]2[CH:28]=[CH:27][C:26]([Cl:29])=[CH:25][C:24]=2[Br:30])[N:8]=1)=[O:6].C1(P(C2C=CC=CC=2)C2C=CC=CC=2)C=CC=CC=1.N(C(OC(C)C)=O)=NC(OC(C)C)=O.CO. The yield is 0.419. (2) The reactants are Br[C:2]1[CH:41]=[CH:40][C:5]([CH2:6][CH:7]([NH:30][S:31]([C:34]2[CH:39]=[CH:38][CH:37]=[CH:36][N:35]=2)(=[O:33])=[O:32])[C:8]2[N:13]=[C:12]([N:14]([CH2:22][C:23]([O:25][C:26]([CH3:29])([CH3:28])[CH3:27])=[O:24])[C:15]([O:17][C:18]([CH3:21])([CH3:20])[CH3:19])=[O:16])[CH:11]=[CH:10][CH:9]=2)=[CH:4][CH:3]=1.[NH2:42][C:43]1[CH:48]=[CH:47][CH:46]=[CH:45][CH:44]=1.C1(C2C=CC=CC=2)C=CC=CC=1.C(PC(C)(C)C)(C)(C)C.CC(C)([O-])C.[Na+].[Cl-].[NH4+]. The catalyst is C1C=CC(/C=C/C(/C=C/C2C=CC=CC=2)=O)=CC=1.C1C=CC(/C=C/C(/C=C/C2C=CC=CC=2)=O)=CC=1.C1C=CC(/C=C/C(/C=C/C2C=CC=CC=2)=O)=CC=1.[Pd].[Pd].O.C1(C)C=CC=CC=1. The product is [C:26]([O:25][C:23](=[O:24])[CH2:22][N:14]([C:15]([O:17][C:18]([CH3:21])([CH3:20])[CH3:19])=[O:16])[C:12]1[CH:11]=[CH:10][CH:9]=[C:8]([CH:7]([CH2:6][C:5]2[CH:40]=[CH:41][C:2]([NH:42][C:43]3[CH:48]=[CH:47][CH:46]=[CH:45][CH:44]=3)=[CH:3][CH:4]=2)[NH:30][S:31]([C:34]2[CH:39]=[CH:38][CH:37]=[CH:36][N:35]=2)(=[O:33])=[O:32])[N:13]=1)([CH3:29])([CH3:28])[CH3:27]. The yield is 0.760.